This data is from Catalyst prediction with 721,799 reactions and 888 catalyst types from USPTO. The task is: Predict which catalyst facilitates the given reaction. (1) Reactant: [F:1][C:2]1([F:11])[O:6][C:5]2[CH:7]=[CH:8][CH:9]=[CH:10][C:4]=2[O:3]1.C([Li])CCC.FC(Cl)(Cl)C([Cl:22])(F)F. Product: [Cl:22][C:10]1[C:4]2[O:3][C:2]([F:1])([F:11])[O:6][C:5]=2[CH:7]=[CH:8][CH:9]=1. The catalyst class is: 7. (2) Reactant: [Br:1][C:2]1[CH:3]=[CH:4][C:5]([Cl:11])=[C:6]([CH:10]=1)[C:7]([OH:9])=O.C(Cl)(=O)C(Cl)=O.[Cl-].[Cl-].[Cl-].[Al+3].[C:22]([O:25][CH2:26][CH2:27][C:28]1[CH:33]=[CH:32][CH:31]=[CH:30][CH:29]=1)(=[O:24])[CH3:23]. Product: [C:22]([O:25][CH2:26][CH2:27][C:28]1[CH:33]=[CH:32][C:31]([C:7](=[O:9])[C:6]2[CH:10]=[C:2]([Br:1])[CH:3]=[CH:4][C:5]=2[Cl:11])=[CH:30][CH:29]=1)(=[O:24])[CH3:23]. The catalyst class is: 59. (3) Reactant: [CH2:1]([OH:6])[CH2:2][CH2:3][C:4]#[CH:5].[S:7](Cl)([CH3:10])(=[O:9])=[O:8]. Product: [CH3:10][S:7]([O:6][CH2:1][CH2:2][CH2:3][C:4]#[CH:5])(=[O:9])=[O:8]. The catalyst class is: 2. (4) Reactant: [C:1](N1C=CN=C1)(N1C=CN=C1)=[O:2].[Cl-].[CH3:14][O:15][NH3+:16].C(N(CC)CC)C.[NH2:24][C:25]1[CH:26]=[C:27]([CH:44]=[CH:45][C:46]=1[F:47])[O:28][C:29]1[CH:30]=[CH:31][C:32]2[N:33]([CH:35]=[C:36]([NH:38][C:39]([CH:41]3[CH2:43][CH2:42]3)=[O:40])[N:37]=2)[N:34]=1.C(=O)([O-])O.[Na+]. Product: [F:47][C:46]1[CH:45]=[CH:44][C:27]([O:28][C:29]2[CH:30]=[CH:31][C:32]3[N:33]([CH:35]=[C:36]([NH:38][C:39]([CH:41]4[CH2:43][CH2:42]4)=[O:40])[N:37]=3)[N:34]=2)=[CH:26][C:25]=1[NH:24][C:1]([NH:16][O:15][CH3:14])=[O:2]. The catalyst class is: 9. (5) Reactant: [Cl:1][C:2]1[CH:19]=[CH:18][C:17]([Cl:20])=[CH:16][C:3]=1[CH2:4][NH:5][C:6]1[C:11]([N+:12]([O-])=O)=[CH:10][N:9]=[C:8]([Cl:15])[N:7]=1. Product: [Cl:1][C:2]1[CH:19]=[CH:18][C:17]([Cl:20])=[CH:16][C:3]=1[CH2:4][NH:5][C:6]1[C:11]([NH2:12])=[CH:10][N:9]=[C:8]([Cl:15])[N:7]=1. The catalyst class is: 814. (6) Reactant: [BH4-].[Na+].[Cl:3][C:4]1[CH:5]=[CH:6][C:7]([C@@:10]([NH:29][C:30]([CH:32]2[CH2:36][CH2:35][C:34](=[O:37])[CH2:33]2)=[O:31])([C:18]2[CH:23]=[C:22]([C:24]([F:27])([F:26])[F:25])[CH:21]=[C:20]([F:28])[CH:19]=2)[CH2:11][C:12]2[CH:17]=[CH:16][CH:15]=[CH:14][CH:13]=2)=[N:8][CH:9]=1. Product: [Cl:3][C:4]1[CH:5]=[CH:6][C:7]([C@@:10]([NH:29][C:30]([CH:32]2[CH2:36][CH2:35][CH:34]([OH:37])[CH2:33]2)=[O:31])([C:18]2[CH:23]=[C:22]([C:24]([F:25])([F:26])[F:27])[CH:21]=[C:20]([F:28])[CH:19]=2)[CH2:11][C:12]2[CH:13]=[CH:14][CH:15]=[CH:16][CH:17]=2)=[N:8][CH:9]=1. The catalyst class is: 20.